From a dataset of Forward reaction prediction with 1.9M reactions from USPTO patents (1976-2016). Predict the product of the given reaction. (1) Given the reactants C[O:2][C:3](=[O:35])[C:4]1[CH:9]=[CH:8][C:7]([O:10][C:11]2[CH:16]=[CH:15][C:14]([Cl:17])=[C:13]([CH:18]([CH3:32])[C:19]([C:25]3[CH:30]=[CH:29][N:28]=[C:27]([Cl:31])[CH:26]=3)([OH:24])[C:20]([F:23])([F:22])[F:21])[CH:12]=2)=[CH:6][C:5]=1[O:33][CH3:34].[Li+].[OH-], predict the reaction product. The product is: [Cl:17][C:14]1[CH:15]=[CH:16][C:11]([O:10][C:7]2[CH:8]=[CH:9][C:4]([C:3]([OH:35])=[O:2])=[C:5]([O:33][CH3:34])[CH:6]=2)=[CH:12][C:13]=1[CH:18]([CH3:32])[C:19]([C:25]1[CH:30]=[CH:29][N:28]=[C:27]([Cl:31])[CH:26]=1)([OH:24])[C:20]([F:23])([F:21])[F:22]. (2) Given the reactants [CH2:1]([O:5][C:6]([C:8]1[N:9]=[CH:10][C:11]2[C:16]([C:17]=1[OH:18])=[CH:15][CH:14]=[C:13]([O:19][C:20]1[CH:25]=[CH:24][C:23]([O:26][CH3:27])=[CH:22][CH:21]=1)[CH:12]=2)=[O:7])[CH2:2][CH2:3][CH3:4].[Br:28]N1C(=O)CCC1=O, predict the reaction product. The product is: [CH2:1]([O:5][C:6]([C:8]1[N:9]=[C:10]([Br:28])[C:11]2[C:16]([C:17]=1[OH:18])=[CH:15][CH:14]=[C:13]([O:19][C:20]1[CH:21]=[CH:22][C:23]([O:26][CH3:27])=[CH:24][CH:25]=1)[CH:12]=2)=[O:7])[CH2:2][CH2:3][CH3:4]. (3) The product is: [C:30]([N:21]([CH2:20][C:17]1[CH:16]=[CH:15][C:14]([C:13]([NH:12][C:10]2[S:11][C:7]3[C:6]([N:24]4[CH2:25][CH2:26][O:27][CH2:28][CH2:29]4)=[CH:5][CH:4]=[C:3]([O:2][CH3:1])[C:8]=3[N:9]=2)=[O:23])=[CH:19][CH:18]=1)[CH3:22])(=[O:32])[CH3:31]. Given the reactants [CH3:1][O:2][C:3]1[C:8]2[N:9]=[C:10]([NH:12][C:13](=[O:23])[C:14]3[CH:19]=[CH:18][C:17]([CH2:20][NH:21][CH3:22])=[CH:16][CH:15]=3)[S:11][C:7]=2[C:6]([N:24]2[CH2:29][CH2:28][O:27][CH2:26][CH2:25]2)=[CH:5][CH:4]=1.[C:30](Cl)(=[O:32])[CH3:31], predict the reaction product. (4) Given the reactants [OH:1][C:2]1[CH:7]=[CH:6][C:5]([O:8][CH3:9])=[CH:4][C:3]=1[CH:10]=[CH:11][CH2:12][CH2:13][CH:14]([O:20][C:21]1[CH:26]=[CH:25][CH:24]=[CH:23][C:22]=1[O:27][CH3:28])[C:15]([O:17][CH2:18][CH3:19])=[O:16].[F:29][C:30]([F:40])([F:39])[C:31]1[CH:38]=[CH:37][C:34]([CH2:35]O)=[CH:33][CH:32]=1.C1(P(C2C=CC=CC=2)C2C=CC=CC=2)C=CC=CC=1.N(C(OC(C)C)=O)=NC(OC(C)C)=O, predict the reaction product. The product is: [CH3:28][O:27][C:22]1[CH:23]=[CH:24][CH:25]=[CH:26][C:21]=1[O:20][CH:14]([CH2:13][CH2:12][CH:11]=[CH:10][C:3]1[CH:4]=[C:5]([O:8][CH3:9])[CH:6]=[CH:7][C:2]=1[O:1][CH2:35][C:34]1[CH:33]=[CH:32][C:31]([C:30]([F:29])([F:39])[F:40])=[CH:38][CH:37]=1)[C:15]([O:17][CH2:18][CH3:19])=[O:16]. (5) Given the reactants Br[C:2]1[CH:3]=[C:4]([C:8]2[CH:13]=[C:12]([C:14]3[CH:19]=[CH:18][C:17]([C:20]([F:23])([F:22])[F:21])=[CH:16][CH:15]=3)[CH:11]=[C:10]([C:24]([F:27])([F:26])[F:25])[N:9]=2)[CH:5]=[CH:6][CH:7]=1.[S:28]([C:32]1[CH:33]=[C:34](B(O)O)[CH:35]=[CH:36][CH:37]=1)(=[O:31])(=[O:30])[NH2:29], predict the reaction product. The product is: [F:25][C:24]([F:27])([F:26])[C:10]1[N:9]=[C:8]([C:4]2[CH:3]=[C:2]([C:36]3[CH:35]=[CH:34][CH:33]=[C:32]([S:28]([NH2:29])(=[O:31])=[O:30])[CH:37]=3)[CH:7]=[CH:6][CH:5]=2)[CH:13]=[C:12]([C:14]2[CH:19]=[CH:18][C:17]([C:20]([F:23])([F:22])[F:21])=[CH:16][CH:15]=2)[CH:11]=1. (6) Given the reactants CS(C)=O.C(Cl)(=O)C(Cl)=O.[OH:11][CH2:12][C@@H:13]1[CH2:17][C:16](/[CH:18]=[CH:19]/[CH3:20])=[CH:15][N:14]1[C:21]([C:23]1[CH:28]=[C:27]([O:29][CH3:30])[C:26]([O:31][Si:32]([CH:39]([CH3:41])[CH3:40])([CH:36]([CH3:38])[CH3:37])[CH:33]([CH3:35])[CH3:34])=[CH:25][C:24]=1[NH:42][C:43]([O:45][CH2:46][C:47]1[CH:52]=[CH:51][C:50]([NH:53][C:54](=[O:71])[C@@H:55]([NH:57][C:58](=[O:70])[C@@H:59]([NH:63][C:64](=[O:69])[O:65][CH2:66][CH:67]=[CH2:68])[CH:60]([CH3:62])[CH3:61])[CH3:56])=[CH:49][CH:48]=1)=[O:44])=[O:22].C(N(CC)CC)C, predict the reaction product. The product is: [OH:11][C@@H:12]1[N:42]([C:43]([O:45][CH2:46][C:47]2[CH:52]=[CH:51][C:50]([NH:53][C:54](=[O:71])[C@@H:55]([NH:57][C:58](=[O:70])[C@@H:59]([NH:63][C:64]([O:65][CH2:66][CH:67]=[CH2:68])=[O:69])[CH:60]([CH3:61])[CH3:62])[CH3:56])=[CH:49][CH:48]=2)=[O:44])[C:24]2[CH:25]=[C:26]([O:31][Si:32]([CH:39]([CH3:40])[CH3:41])([CH:36]([CH3:37])[CH3:38])[CH:33]([CH3:35])[CH3:34])[C:27]([O:29][CH3:30])=[CH:28][C:23]=2[C:21](=[O:22])[N:14]2[CH:15]=[C:16](/[CH:18]=[CH:19]/[CH3:20])[CH2:17][C@@H:13]12.